From a dataset of Full USPTO retrosynthesis dataset with 1.9M reactions from patents (1976-2016). Predict the reactants needed to synthesize the given product. (1) Given the product [Cl:27][C:28]1[CH:33]=[C:32]([F:34])[CH:31]=[CH:30][C:29]=1[CH:35]([C:16]1[C:15]2[C:19](=[C:20]([CH2:22][S:23]([CH3:26])(=[O:24])=[O:25])[CH:21]=[C:13]([F:12])[CH:14]=2)[NH:18][CH:17]=1)[CH:36]1[CH2:38][CH:37]1[C:39]#[N:40], predict the reactants needed to synthesize it. The reactants are: [Cl-].[In+3].[Cl-].[Cl-].FC(F)(F)C(O)=O.[F:12][C:13]1[CH:14]=[C:15]2[C:19](=[C:20]([CH2:22][S:23]([CH3:26])(=[O:25])=[O:24])[CH:21]=1)[NH:18][CH:17]=[CH:16]2.[Cl:27][C:28]1[CH:33]=[C:32]([F:34])[CH:31]=[CH:30][C:29]=1[CH:35](O)[CH:36]1[CH2:38][CH:37]1[C:39]#[N:40]. (2) Given the product [Cl:39][C:36]1[CH:37]=[CH:38][C:33]([C@@:13]23[O:32][C@@:10]([C:51]([OH:54])([CH3:53])[CH3:52])([CH2:11][O:12]2)[C@@H:9]([OH:8])[C@H:15]([OH:16])[C@H:14]3[OH:24])=[CH:34][C:35]=1[CH2:40][C:41]1[CH:46]=[CH:45][C:44]([O:47][CH2:48][CH3:49])=[C:43]([F:50])[CH:42]=1, predict the reactants needed to synthesize it. The reactants are: C([O:8][C@H:9]1[C@H:15]([O:16]CC2C=CC=CC=2)[C@@H:14]([O:24]CC2C=CC=CC=2)[C@:13]2([C:33]3[CH:38]=[CH:37][C:36]([Cl:39])=[C:35]([CH2:40][C:41]4[CH:46]=[CH:45][C:44]([O:47][CH2:48][CH3:49])=[C:43]([F:50])[CH:42]=4)[CH:34]=3)[O:32][C@@:10]1([C:51]([OH:54])([CH3:53])[CH3:52])[CH2:11][O:12]2)C1C=CC=CC=1.ClC1C=CC=CC=1Cl.